This data is from Reaction yield outcomes from USPTO patents with 853,638 reactions. The task is: Predict the reaction yield, written as a fraction of the theoretical maximum amount of product (1.0 means a 100% yield; for example, 0.34 means a 34% yield). (1) The reactants are [NH2:1][C:2]1[N:7]([C:8]2[C:13]([F:14])=[CH:12][C:11]([OH:15])=[CH:10][C:9]=2[F:16])[C:6](=[O:17])[CH:5]=[CH:4][C:3]=1[C:18](=[O:27])[C:19]1[CH:24]=[CH:23][C:22]([F:25])=[CH:21][C:20]=1[F:26].Br[CH2:29][CH2:30][CH2:31][C@@:32]([CH3:56])([C:48]([O:50][CH:51]1[CH2:55][CH2:54][CH2:53][CH2:52]1)=[O:49])[N:33]([C:41]([O:43][C:44]([CH3:47])([CH3:46])[CH3:45])=[O:42])[C:34]([O:36][C:37]([CH3:40])([CH3:39])[CH3:38])=[O:35].C(=O)([O-])[O-].[K+].[K+].[I-].[Na+]. The catalyst is CN(C=O)C.CCOC(C)=O. The product is [NH2:1][C:2]1[N:7]([C:8]2[C:9]([F:16])=[CH:10][C:11]([O:15][CH2:29][CH2:30][CH2:31][C@@:32]([CH3:56])([C:48]([O:50][CH:51]3[CH2:52][CH2:53][CH2:54][CH2:55]3)=[O:49])[N:33]([C:34]([O:36][C:37]([CH3:38])([CH3:39])[CH3:40])=[O:35])[C:41]([O:43][C:44]([CH3:45])([CH3:46])[CH3:47])=[O:42])=[CH:12][C:13]=2[F:14])[C:6](=[O:17])[CH:5]=[CH:4][C:3]=1[C:18](=[O:27])[C:19]1[CH:24]=[CH:23][C:22]([F:25])=[CH:21][C:20]=1[F:26]. The yield is 0.590. (2) The reactants are [NH2:1][C@@H:2]1[C:16](=[O:17])[N:15]2[CH2:18][C@H:19]([O:21][C:22]3[C:23]4[CH:36]=[CH:35][S:34][C:24]=4[N:25]=[C:26]([C:28]4[CH:33]=[CH:32][CH:31]=[CH:30][N:29]=4)[N:27]=3)[CH2:20][C@H:14]2[C:13](=[O:37])[NH:12][C@:11]2([C:39]([O:41][CH3:42])=[O:40])[CH2:38][C@H:10]2[CH:9]=[CH:8][CH2:7][CH2:6][CH2:5][CH2:4][CH2:3]1.C(N(CC)CC)C.[C:50](=O)([O:57]C1C=CC([N+]([O-])=O)=CC=1)[O:51][CH:52]1[CH2:56][CH2:55][CH2:54][CH2:53]1.C(=O)(O)[O-].[Na+]. The catalyst is CC(N(C)C)=O. The product is [CH:52]1([O:51][C:50]([NH:1][C@@H:2]2[C:16](=[O:17])[N:15]3[CH2:18][C@H:19]([O:21][C:22]4[C:23]5[CH:36]=[CH:35][S:34][C:24]=5[N:25]=[C:26]([C:28]5[CH:33]=[CH:32][CH:31]=[CH:30][N:29]=5)[N:27]=4)[CH2:20][C@H:14]3[C:13](=[O:37])[NH:12][C@:11]3([C:39]([O:41][CH3:42])=[O:40])[CH2:38][C@H:10]3[CH:9]=[CH:8][CH2:7][CH2:6][CH2:5][CH2:4][CH2:3]2)=[O:57])[CH2:56][CH2:55][CH2:54][CH2:53]1. The yield is 0.880. (3) The reactants are [C:1]([C:5]1[S:6][CH:7]=[C:8]([CH2:10]P(=O)(OCC)OCC)[N:9]=1)([CH3:4])([CH3:3])[CH3:2].[H-].[Na+].[CH3:21][O:22][CH2:23][O:24][C:25]1[C:29]([CH:30]=O)=[CH:28][N:27]([C:32]2[CH:37]=[CH:36][CH:35]=[CH:34][CH:33]=2)[N:26]=1.O. The catalyst is O1CCCC1. The product is [C:1]([C:5]1[S:6][CH:7]=[C:8](/[CH:10]=[CH:30]/[C:29]2[C:25]([O:24][CH2:23][O:22][CH3:21])=[N:26][N:27]([C:32]3[CH:37]=[CH:36][CH:35]=[CH:34][CH:33]=3)[CH:28]=2)[N:9]=1)([CH3:2])([CH3:3])[CH3:4]. The yield is 0.710. (4) The reactants are [NH2:1][C:2]1[CH:3]=[C:4]([CH:9]=[CH:10][N:11]=1)[C:5]([O:7][CH3:8])=[O:6].Cl[CH2:13][CH2:14][N:15]=[C:16]=[O:17].C(N(CC)CC)C.C(=O)([O-])[O-].[K+].[K+]. The catalyst is O1CCCC1. The product is [O:17]=[C:16]1[NH:15][CH2:14][CH2:13][N:1]1[C:2]1[CH:3]=[C:4]([CH:9]=[CH:10][N:11]=1)[C:5]([O:7][CH3:8])=[O:6]. The yield is 0.580.